Dataset: Catalyst prediction with 721,799 reactions and 888 catalyst types from USPTO. Task: Predict which catalyst facilitates the given reaction. (1) Reactant: [OH-].[Li+].[CH:3]1([C@H:9]([NH:14][C:15]([C:17]2[CH:22]=[CH:21][C:20]([C:23]3[CH:28]=[CH:27][C:26]([OH:29])=[CH:25][CH:24]=3)=[CH:19][C:18]=2[NH:30][C:31]([NH:33][C:34]2[C:39]([CH3:40])=[CH:38][CH:37]=[CH:36][C:35]=2[CH3:41])=[O:32])=[O:16])[C:10]([O:12]C)=[O:11])[CH2:8][CH2:7][CH2:6][CH2:5][CH2:4]1.CO.O. Product: [CH:3]1([C@H:9]([NH:14][C:15]([C:17]2[CH:22]=[CH:21][C:20]([C:23]3[CH:28]=[CH:27][C:26]([OH:29])=[CH:25][CH:24]=3)=[CH:19][C:18]=2[NH:30][C:31]([NH:33][C:34]2[C:39]([CH3:40])=[CH:38][CH:37]=[CH:36][C:35]=2[CH3:41])=[O:32])=[O:16])[C:10]([OH:12])=[O:11])[CH2:4][CH2:5][CH2:6][CH2:7][CH2:8]1. The catalyst class is: 1. (2) Reactant: [NH2:1][C:2]1[CH:10]=[CH:9][C:5]([C:6]([OH:8])=[O:7])=[CH:4][CH:3]=1.[Cl:11][C:12]1[CH:20]=[CH:19][CH:18]=[CH:17][C:13]=1[C:14](Cl)=[O:15].C(N(CC)CC)C. Product: [Cl:11][C:12]1[CH:20]=[CH:19][CH:18]=[CH:17][C:13]=1[C:14]([NH:1][C:2]1[CH:10]=[CH:9][C:5]([C:6]([OH:8])=[O:7])=[CH:4][CH:3]=1)=[O:15]. The catalyst class is: 10.